From a dataset of Full USPTO retrosynthesis dataset with 1.9M reactions from patents (1976-2016). Predict the reactants needed to synthesize the given product. (1) Given the product [CH2:26]([C:23]1[CH:22]=[CH:21][C:20]([N:15]([CH2:16][CH:17]([CH3:18])[CH3:19])[S:14]([C:11]2[CH:12]=[CH:13][C:4]([C:1](=[O:3])[CH2:2][N:34]3[CH2:39][CH2:38][O:37][CH2:36][CH2:35]3)=[C:5]([CH:10]=2)[C:6]([O:8][CH3:9])=[O:7])(=[O:28])=[O:29])=[CH:25][CH:24]=1)[CH3:27], predict the reactants needed to synthesize it. The reactants are: [C:1]([C:4]1[CH:13]=[CH:12][C:11]([S:14](=[O:29])(=[O:28])[N:15]([C:20]2[CH:25]=[CH:24][C:23]([CH2:26][CH3:27])=[CH:22][CH:21]=2)[CH2:16][CH:17]([CH3:19])[CH3:18])=[CH:10][C:5]=1[C:6]([O:8][CH3:9])=[O:7])(=[O:3])[CH3:2].BrC(Br)=O.[NH:34]1[CH2:39][CH2:38][O:37][CH2:36][CH2:35]1. (2) Given the product [Cl:32][C:33]1[N:34]=[CH:35][C:36]([C:39]2[O:1][N:2]=[C:3]([C:5]3[CH:13]=[CH:12][C:11]4[N:10]5[CH2:14][CH2:15][CH:16]([CH2:17][C:18]([O:20][C:21]([CH3:24])([CH3:23])[CH3:22])=[O:19])[C:9]5=[CH:8][C:7]=4[CH:6]=3)[N:4]=2)=[N:37][CH:38]=1, predict the reactants needed to synthesize it. The reactants are: [OH:1][NH:2][C:3]([C:5]1[CH:13]=[CH:12][C:11]2[N:10]3[CH2:14][CH2:15][CH:16]([CH2:17][C:18]([O:20][C:21]([CH3:24])([CH3:23])[CH3:22])=[O:19])[C:9]3=[CH:8][C:7]=2[CH:6]=1)=[NH:4].C(N(CC)CC)C.[Cl:32][C:33]1[N:34]=[CH:35][C:36]([C:39](Cl)=O)=[N:37][CH:38]=1. (3) Given the product [CH:41]1([CH2:44][NH:1][C@@H:2]2[CH2:7][CH2:6][C@H:5]([N:8]3[C:13](=[O:14])[C:12]4[CH:15]=[C:16]([F:19])[CH:17]=[N:18][C:11]=4[N:10]([C:20]4[CH:21]=[C:22]([C:26]5[CH:31]=[CH:30][C:29]([OH:32])=[CH:28][C:27]=5[CH2:33][N:34]5[CH2:39][CH2:38][O:37][CH2:36][CH2:35]5)[CH:23]=[CH:24][CH:25]=4)[C:9]3=[O:40])[CH2:4][CH2:3]2)[CH2:43][CH2:42]1, predict the reactants needed to synthesize it. The reactants are: [NH2:1][C@@H:2]1[CH2:7][CH2:6][C@H:5]([N:8]2[C:13](=[O:14])[C:12]3[CH:15]=[C:16]([F:19])[CH:17]=[N:18][C:11]=3[N:10]([C:20]3[CH:21]=[C:22]([C:26]4[CH:31]=[CH:30][C:29]([OH:32])=[CH:28][C:27]=4[CH2:33][N:34]4[CH2:39][CH2:38][O:37][CH2:36][CH2:35]4)[CH:23]=[CH:24][CH:25]=3)[C:9]2=[O:40])[CH2:4][CH2:3]1.[CH:41]1([CH:44]=O)[CH2:43][CH2:42]1. (4) Given the product [Cl:1][C:2]1[CH:24]=[CH:23][C:22]([C:25]2[C:30]([F:31])=[CH:29][CH:28]=[CH:27][N:26]=2)=[CH:21][C:3]=1[C:4]([NH:6][C:7]1[N:11]([C:12]2[CH:17]=[CH:16][CH:15]=[CH:14][CH:13]=2)[N:10]=[C:9]([C:18]([NH:46][CH2:45][C@@H:41]2[O:42][CH2:43][CH2:44][NH:39][CH2:40]2)=[O:19])[CH:8]=1)=[O:5], predict the reactants needed to synthesize it. The reactants are: [Cl:1][C:2]1[CH:24]=[CH:23][C:22]([C:25]2[C:30]([F:31])=[CH:29][CH:28]=[CH:27][N:26]=2)=[CH:21][C:3]=1[C:4]([NH:6][C:7]1[N:11]([C:12]2[CH:17]=[CH:16][CH:15]=[CH:14][CH:13]=2)[N:10]=[C:9]([C:18](O)=[O:19])[CH:8]=1)=[O:5].C([N:39]1[CH2:44][CH2:43][O:42][C@@H:41]([CH2:45][NH2:46])[CH2:40]1)C1C=CC=CC=1.ClC(OC(Cl)C)=O. (5) Given the product [CH3:1][C:2]([CH3:19])([CH3:18])[CH2:3][NH:4][C:5]1[C:14]2[C:9](=[CH:10][CH:11]=[C:12]([O:15][CH2:28][CH:23]3[CH2:24][CH2:25][CH2:26][CH2:27][N:22]3[CH3:21])[CH:13]=2)[N:8]=[C:7]([C:16]#[N:17])[N:6]=1, predict the reactants needed to synthesize it. The reactants are: [CH3:1][C:2]([CH3:19])([CH3:18])[CH2:3][NH:4][C:5]1[C:14]2[C:9](=[CH:10][CH:11]=[C:12]([OH:15])[CH:13]=2)[N:8]=[C:7]([C:16]#[N:17])[N:6]=1.Cl.[CH3:21][N:22]1[CH2:27][CH2:26][CH2:25][CH2:24][CH:23]1[CH2:28]Cl.C(=O)([O-])[O-].[K+].[K+].